Dataset: Reaction yield outcomes from USPTO patents with 853,638 reactions. Task: Predict the reaction yield, written as a fraction of the theoretical maximum amount of product (1.0 means a 100% yield; for example, 0.34 means a 34% yield). (1) The reactants are Br[C:2]1[C:3]([O:18][C:19]2[CH:24]=[CH:23][C:22]([C:25]([O:27][C:28]([CH3:31])([CH3:30])[CH3:29])=[O:26])=[CH:21][C:20]=2[N+:32]([O-:34])=[O:33])=[C:4](Cl)[CH:5]=[C:6]2[C:11]=1[O:10][CH2:9][CH2:8][CH:7]2[C:12]([O:14][CH2:15][CH3:16])=[O:13].P([O-])([O-])([O-])=O.[K+].[K+].[K+].C1(P([CH:56]2[CH2:61][CH2:60]CCC2)C2CCCCC2)CCCCC1.[CH:62]1(B(O)O)[CH2:64][CH2:63]1. The catalyst is C([O-])(=O)C.[Pd+2].C([O-])(=O)C.O. The product is [C:28]([O:27][C:25]([C:22]1[CH:23]=[CH:24][C:19]([O:18][C:3]2[C:2]([CH:62]3[CH2:64][CH2:63]3)=[C:11]3[C:6]([CH:7]([C:12]([O:14][CH2:15][CH3:16])=[O:13])[CH2:8][CH2:9][O:10]3)=[CH:5][C:4]=2[CH:60]2[CH2:61][CH2:56]2)=[C:20]([N+:32]([O-:34])=[O:33])[CH:21]=1)=[O:26])([CH3:31])([CH3:30])[CH3:29]. The yield is 0.460. (2) The yield is 0.290. The product is [CH2:1]([O:3][C:4]([CH:6]1[CH2:13][C:9]2([CH2:10][CH2:11][CH2:12]2)[O:8][NH:7]1)=[O:5])[CH3:2]. The reactants are [CH2:1]([O:3][C:4]([C:6]1[CH2:13][C:9]2([CH2:12][CH2:11][CH2:10]2)[O:8][N:7]=1)=[O:5])[CH3:2].CSC.B. The catalyst is O1CCCC1. (3) The reactants are C([O:8][C:9]1[C:14](=[O:15])[N:13]=[C:12]([CH2:16][C:17]2[CH:22]=[CH:21][CH:20]=[CH:19][C:18]=2[C:23]2[CH2:28][CH2:27][CH2:26][CH2:25][CH:24]=2)[N:11]2[CH2:29][CH2:30][N:31]([CH:34]([CH3:36])[CH3:35])[C:32](=[O:33])[C:10]=12)C1C=CC=CC=1. The catalyst is CO.[Pd]. The product is [CH:23]1([C:18]2[CH:19]=[CH:20][CH:21]=[CH:22][C:17]=2[CH2:16][C:12]2[N:11]3[CH2:29][CH2:30][N:31]([CH:34]([CH3:36])[CH3:35])[C:32](=[O:33])[C:10]3=[C:9]([OH:8])[C:14](=[O:15])[N:13]=2)[CH2:24][CH2:25][CH2:26][CH2:27][CH2:28]1. The yield is 0.827. (4) The reactants are [Cl:1][C:2]1[CH:3]=[C:4]([CH:7]=[CH:8][C:9]=1F)[CH:5]=[O:6].[CH3:11][S-:12].[Na+].O. The catalyst is CN(C)C=O. The product is [Cl:1][C:2]1[CH:3]=[C:4]([CH:7]=[CH:8][C:9]=1[S:12][CH3:11])[CH:5]=[O:6]. The yield is 0.590. (5) The reactants are [CH2:1]([N:8]1[CH2:13][CH2:12][N:11]([C:14]2[C:22]3[O:21][C:20]([C:23]([O-])=[O:24])=[CH:19][C:18]=3[CH:17]=[C:16]([F:26])[CH:15]=2)[CH2:10][CH2:9]1)[C:2]1[CH:7]=[CH:6][CH:5]=[CH:4][CH:3]=1.[Li+].F[B-](F)(F)F.[C:33]1(=O)[N:37](OC(N(C)C)=[N+](C)C)[C:36](=O)CC1.C(N(CC)CC)C.Cl.CNC. The catalyst is CN(C)C=O. The product is [CH2:1]([N:8]1[CH2:13][CH2:12][N:11]([C:14]2[C:22]3[O:21][C:20]([C:23]([N:37]([CH3:33])[CH3:36])=[O:24])=[CH:19][C:18]=3[CH:17]=[C:16]([F:26])[CH:15]=2)[CH2:10][CH2:9]1)[C:2]1[CH:7]=[CH:6][CH:5]=[CH:4][CH:3]=1. The yield is 0.680. (6) The reactants are [F:1][C:2]1[CH:3]=[C:4]([C:8]2[C:16]3[O:15][CH:14]([CH2:17][NH:18]C(=O)OCC4C=CC=CC=4)[CH2:13][C:12]=3[CH:11]=[CH:10][CH:9]=2)[CH:5]=[CH:6][CH:7]=1. The catalyst is [Pd]. The product is [F:1][C:2]1[CH:3]=[C:4]([C:8]2[C:16]3[O:15][CH:14]([CH2:17][NH2:18])[CH2:13][C:12]=3[CH:11]=[CH:10][CH:9]=2)[CH:5]=[CH:6][CH:7]=1. The yield is 0.810.